Dataset: Full USPTO retrosynthesis dataset with 1.9M reactions from patents (1976-2016). Task: Predict the reactants needed to synthesize the given product. Given the product [Cl:21][C:20]1[C:15]([NH:14][C:11]([C:8]2[C:7]3[C:2]([F:1])=[CH:3][CH:4]=[CH:5][C:6]=3[S:10][N:9]=2)=[O:13])=[CH:16][C:17]([F:28])=[C:18]([CH2:22][C:23]([OH:25])=[O:24])[CH:19]=1, predict the reactants needed to synthesize it. The reactants are: [F:1][C:2]1[C:7]2[C:8]([C:11]([OH:13])=O)=[N:9][S:10][C:6]=2[CH:5]=[CH:4][CH:3]=1.[NH2:14][C:15]1[C:20]([Cl:21])=[CH:19][C:18]([CH2:22][C:23]([O:25]CC)=[O:24])=[C:17]([F:28])[CH:16]=1.C1C=CC2N(O)N=NC=2C=1.CCN=C=NCCCN(C)C.Cl.[OH-].[Na+].